Predict the product of the given reaction. From a dataset of Forward reaction prediction with 1.9M reactions from USPTO patents (1976-2016). Given the reactants ClC1C(OC2C=CC(Cl)=C(C(F)(F)F)C=2)=CC(F)=C(C=1)C(O)=O.[Cl:24][C:25]1[C:26]([CH2:35][O:36][C:37]2[CH:42]=[CH:41][C:40]([Cl:43])=[C:39]([C:44]([F:47])([F:46])[F:45])[CH:38]=2)=[CH:27][C:28]([F:34])=[C:29]([CH:33]=1)[C:30]([OH:32])=O.CN(C)S(N)(=O)=O.[N:55]1([S:59]([NH2:62])(=[O:61])=[O:60])[CH2:58][CH2:57][CH2:56]1, predict the reaction product. The product is: [N:55]1([S:59]([NH:62][C:30](=[O:32])[C:29]2[CH:33]=[C:25]([Cl:24])[C:26]([CH2:35][O:36][C:37]3[CH:42]=[CH:41][C:40]([Cl:43])=[C:39]([C:44]([F:45])([F:46])[F:47])[CH:38]=3)=[CH:27][C:28]=2[F:34])(=[O:61])=[O:60])[CH2:58][CH2:57][CH2:56]1.